From a dataset of Full USPTO retrosynthesis dataset with 1.9M reactions from patents (1976-2016). Predict the reactants needed to synthesize the given product. (1) Given the product [CH2:7]([O:9][C:10]1[CH:15]=[CH:14][C:13]([C:2]2[Se:3][CH:4]=[CH:5][CH:6]=2)=[C:12]([F:19])[C:11]=1[F:20])[CH3:8], predict the reactants needed to synthesize it. The reactants are: Br[C:2]1[Se:3][CH:4]=[CH:5][CH:6]=1.[CH2:7]([O:9][C:10]1[CH:15]=[CH:14][C:13](B(O)O)=[C:12]([F:19])[C:11]=1[F:20])[CH3:8].C(=O)([O-])[O-].[Na+].[Na+]. (2) Given the product [Cl:1][C:2]1[N:10]=[C:9]2[C:5]([N:6]=[CH:7][N:8]2[C@H:11]2[C@@H:18]([OH:17])[C@H:14]([OH:15])[CH2:13][S:12]2)=[C:4]([Cl:21])[N:3]=1, predict the reactants needed to synthesize it. The reactants are: [Cl:1][C:2]1[N:10]=[C:9]2[C:5]([N:6]=[CH:7][N:8]2[C@H:11]2[C@H:18]3[C@H:14]([O:15]C(C)(C)[O:17]3)[CH2:13][S:12]2)=[C:4]([Cl:21])[N:3]=1.Cl.[OH-].[Na+]. (3) Given the product [NH2:33][C:21]1[CH:20]=[CH:19][C:18]([F:24])=[C:17]([C@:13]2([CH2:15][F:16])[C@H:12]3[C@:10]([CH2:25][O:26][CH2:27][C:28]([F:31])([F:30])[F:29])([CH2:11]3)[S:9][C:8]([NH2:7])=[N:14]2)[CH:22]=1, predict the reactants needed to synthesize it. The reactants are: C(OC(=O)[NH:7][C:8]1[S:9][C@:10]2([CH2:25][O:26][CH2:27][C:28]([F:31])([F:30])[F:29])[C@H:12]([C@:13]([C:17]3[CH:22]=[C:21](Br)[CH:20]=[CH:19][C:18]=3[F:24])([CH2:15][F:16])[N:14]=1)[CH2:11]2)(C)(C)C.[N-:33]=[N+]=[N-].[Na+].O=C1O[C@H]([C@H](CO)O)C([O-])=C1O.[Na+].N#N.CN[C@@H]1CCCC[C@H]1NC.CP(C)C. (4) The reactants are: [CH3:1][N:2]([CH:12]1[CH2:16][CH2:15][N:14]([CH3:17])[CH2:13]1)[C:3]1[CH:8]=[CH:7][C:6]([N+:9]([O-])=O)=[CH:5][CH:4]=1. Given the product [CH3:1][N:2]([CH:12]1[CH2:16][CH2:15][N:14]([CH3:17])[CH2:13]1)[C:3]1[CH:8]=[CH:7][C:6]([NH2:9])=[CH:5][CH:4]=1, predict the reactants needed to synthesize it. (5) Given the product [CH2:1]([O:8][CH2:9][CH2:10][C:11]1[S:15][C:14]2[CH:16]=[CH:17][CH:18]=[CH:19][C:13]=2[C:12]=1[C:34]([C:36]1[CH:41]=[CH:40][CH:39]=[CH:38][N:37]=1)=[O:45])[C:2]1[CH:7]=[CH:6][CH:5]=[CH:4][CH:3]=1, predict the reactants needed to synthesize it. The reactants are: [CH2:1]([O:8][CH2:9][CH2:10][C:11]1[S:15][C:14]2[CH:16]=[CH:17][CH:18]=[CH:19][C:13]=2[C:12]=1Br)[C:2]1[CH:7]=[CH:6][CH:5]=[CH:4][CH:3]=1.CN(CCN(C)C)C.[Li]C(CC)C.[C:34]([C:36]1[CH:41]=[CH:40][CH:39]=[CH:38][N:37]=1)#N.C1C[O:45]CC1. (6) Given the product [Br:9][C:10]1[CH:17]=[CH:16][C:13]([C:14]2[O:8][C:3]3[CH:4]=[CH:5][CH:6]=[CH:7][C:2]=3[N:1]=2)=[CH:12][CH:11]=1, predict the reactants needed to synthesize it. The reactants are: [NH2:1][C:2]1[CH:7]=[CH:6][CH:5]=[CH:4][C:3]=1[OH:8].[Br:9][C:10]1[CH:17]=[CH:16][C:13]([CH:14]=O)=[CH:12][CH:11]=1.CC1C=CC(S(O)(=O)=O)=CC=1. (7) Given the product [CH2:1]([N:8]1[C:16]2[C:11](=[CH:12][C:13]([OH:17])=[CH:14][CH:15]=2)[C:10]([C:18]([OH:20])=[O:19])=[C:9]1[CH3:23])[C:2]1[CH:3]=[CH:4][CH:5]=[CH:6][CH:7]=1, predict the reactants needed to synthesize it. The reactants are: [CH2:1]([N:8]1[C:16]2[C:11](=[CH:12][C:13]([OH:17])=[CH:14][CH:15]=2)[C:10]([C:18]([O:20]CC)=[O:19])=[C:9]1[CH3:23])[C:2]1[CH:7]=[CH:6][CH:5]=[CH:4][CH:3]=1.[OH-].[Na+]. (8) Given the product [N:27]1([C:2]2[CH:7]=[CH:6][C:5]([C:8]3[N:12]=[C:11]([C:13]4[CH:17]=[C:16]([CH3:18])[N:15]([CH2:19][C:20]5[CH:25]=[CH:24][C:23]([CH3:26])=[CH:22][CH:21]=5)[N:14]=4)[O:10][N:9]=3)=[CH:4][CH:3]=2)[CH:31]=[CH:30][N:29]=[CH:28]1, predict the reactants needed to synthesize it. The reactants are: I[C:2]1[CH:7]=[CH:6][C:5]([C:8]2[N:12]=[C:11]([C:13]3[CH:17]=[C:16]([CH3:18])[N:15]([CH2:19][C:20]4[CH:25]=[CH:24][C:23]([CH3:26])=[CH:22][CH:21]=4)[N:14]=3)[O:10][N:9]=2)=[CH:4][CH:3]=1.[NH:27]1[CH:31]=[CH:30][N:29]=[CH:28]1.C(=O)([O-])[O-].[Cs+].[Cs+].C(=CC(C=CC1C=CC=CC=1)=O)C1C=CC=CC=1.N1C2C(=CC=C3C=2N=CC=C3)C=CC=1. (9) Given the product [Cl:1][C:2]1[N:14]=[CH:13][C:12]23[CH:8]([CH2:9][CH:10]([CH3:15])[NH:11]2)[CH2:7][CH:6]([CH2:16][C:17]([N:22]2[CH2:26][CH2:25][CH2:24][CH2:23]2)=[O:19])[CH:5]=[C:4]3[CH:3]=1, predict the reactants needed to synthesize it. The reactants are: [Cl:1][C:2]1[N:14]=[CH:13][C:12]23[CH:8]([CH2:9][CH:10]([CH3:15])[NH:11]2)[CH2:7][CH:6]([CH2:16][C:17]([O:19]CC)=O)[CH:5]=[C:4]3[CH:3]=1.[NH:22]1[CH2:26][CH2:25][CH2:24][CH2:23]1.